This data is from Full USPTO retrosynthesis dataset with 1.9M reactions from patents (1976-2016). The task is: Predict the reactants needed to synthesize the given product. (1) The reactants are: CC(C)([O-])C.[Na+].[OH:7][CH2:8][CH2:9][C@H:10]1[CH2:12][C@@H:11]1[CH:13]1[CH2:18][CH2:17][N:16]([C:19]([O:21][CH2:22][C:23]2[CH:28]=[CH:27][CH:26]=[CH:25][CH:24]=2)=[O:20])[CH2:15][CH2:14]1.[N:29]1([C:33](=[O:42])[CH2:34][C:35]2[CH:36]=[N:37][C:38](Cl)=[CH:39][CH:40]=2)[CH2:32][CH2:31][CH2:30]1. Given the product [N:29]1([C:33](=[O:42])[CH2:34][C:35]2[CH:40]=[CH:39][C:38]([O:7][CH2:8][CH2:9][C@H:10]3[CH2:12][C@@H:11]3[CH:13]3[CH2:18][CH2:17][N:16]([C:19]([O:21][CH2:22][C:23]4[CH:24]=[CH:25][CH:26]=[CH:27][CH:28]=4)=[O:20])[CH2:15][CH2:14]3)=[N:37][CH:36]=2)[CH2:32][CH2:31][CH2:30]1, predict the reactants needed to synthesize it. (2) Given the product [CH:1]1([C:7]2[C:8]3[S:24][C:23]([C:25]([OH:27])=[O:26])=[CH:22][C:9]=3[N:10]([CH2:18][C:19]([N:29]3[CH2:34][CH2:33][O:32][CH2:31][CH2:30]3)=[O:20])[C:11]=2[C:12]2[CH:13]=[CH:14][CH:15]=[CH:16][CH:17]=2)[CH2:6][CH2:5][CH2:4][CH2:3][CH2:2]1, predict the reactants needed to synthesize it. The reactants are: [CH:1]1([C:7]2[C:8]3[S:24][C:23]([C:25]([O:27]C)=[O:26])=[CH:22][C:9]=3[N:10]([CH2:18][C:19](O)=[O:20])[C:11]=2[C:12]2[CH:17]=[CH:16][CH:15]=[CH:14][CH:13]=2)[CH2:6][CH2:5][CH2:4][CH2:3][CH2:2]1.[NH:29]1[CH2:34][CH2:33][O:32][CH2:31][CH2:30]1.CCN(C(C)C)C(C)C.CN(C(ON1N=NC2C=CC=NC1=2)=[N+](C)C)C.F[P-](F)(F)(F)(F)F.B(Br)(Br)Br.